Dataset: Full USPTO retrosynthesis dataset with 1.9M reactions from patents (1976-2016). Task: Predict the reactants needed to synthesize the given product. (1) Given the product [CH3:31][O:32][CH2:33][CH2:34][NH:35][C:28](=[O:29])[CH2:27][CH2:26][CH2:25][N:2]([CH3:1])[C:3]([C:5]1[CH:6]=[C:7]2[C:15](=[CH:16][CH:17]=1)[N:14]([CH3:18])[C:13]1[CH2:12][CH2:11][C@@H:10]([CH:19]3[CH2:20][CH2:21][O:22][CH2:23][CH2:24]3)[CH2:9][C:8]2=1)=[O:4], predict the reactants needed to synthesize it. The reactants are: [CH3:1][N:2]([CH2:25][CH2:26][CH2:27][C:28](O)=[O:29])[C:3]([C:5]1[CH:6]=[C:7]2[C:15](=[CH:16][CH:17]=1)[N:14]([CH3:18])[C:13]1[CH2:12][CH2:11][C@@H:10]([CH:19]3[CH2:24][CH2:23][O:22][CH2:21][CH2:20]3)[CH2:9][C:8]2=1)=[O:4].[CH3:31][O:32][CH2:33][CH2:34][NH2:35].F[P-](F)(F)(F)(F)F.N1(OC(N(C)C)=[N+](C)C)C2N=CC=CC=2N=N1.C(N(CC)C(C)C)(C)C. (2) Given the product [Cl:1][C:2]1[CH:16]=[C:15]([Cl:17])[CH:14]=[CH:13][C:3]=1[CH2:4][C@@H:5]1[CH2:6][NH:7][CH2:8][CH2:9][NH:10]1, predict the reactants needed to synthesize it. The reactants are: [Cl:1][C:2]1[CH:16]=[C:15]([Cl:17])[CH:14]=[CH:13][C:3]=1[CH2:4][C@H:5]1[NH:10][C:9](=O)[CH2:8][NH:7][C:6]1=O.B.C1COCC1.O.